Task: Predict which catalyst facilitates the given reaction.. Dataset: Catalyst prediction with 721,799 reactions and 888 catalyst types from USPTO (1) Reactant: [CH3:1][O:2][C:3]1[N:8]=[CH:7][C:6]([NH:9][C:10]2[N:15]=[CH:14][C:13]([CH:16](O)[CH3:17])=[CH:12][C:11]=2[C:19]2[N:27]=[C:26]([CH3:28])[N:25]=[C:24]3[C:20]=2[N:21]=[CH:22][N:23]3C2CCCCO2)=[CH:5][CH:4]=1.C(N(CC)CC)C.CS(Cl)(=O)=O.[CH3:47][S:48]([N:51]1[CH2:56][CH2:55][NH:54][CH2:53][CH2:52]1)(=[O:50])=[O:49].[OH-].[Na+].Cl.C(O)(C(F)(F)F)=O. Product: [CH3:1][O:2][C:3]1[N:8]=[CH:7][C:6]([NH:9][C:10]2[C:11]([C:19]3[N:27]=[C:26]([CH3:28])[N:25]=[C:24]4[C:20]=3[N:21]=[CH:22][NH:23]4)=[CH:12][C:13]([CH:16]([N:54]3[CH2:55][CH2:56][N:51]([S:48]([CH3:47])(=[O:50])=[O:49])[CH2:52][CH2:53]3)[CH3:17])=[CH:14][N:15]=2)=[CH:5][CH:4]=1. The catalyst class is: 2. (2) Reactant: COCCN(S(F)(F)[F:11])CCOC.[CH3:14][C:15]1[O:16][C:17]([C:20]2[CH:21]=[CH:22][C:23]3[O:27][CH:26]=[C:25]([C:28]4[CH:33]=[CH:32][C:31]([S:34][CH3:35])=[CH:30][CH:29]=4)[C:24]=3[CH:36]=2)=[N:18][N:19]=1.[Sb](Cl)(Cl)Cl. Product: [F:11][CH2:35][S:34][C:31]1[CH:30]=[CH:29][C:28]([C:25]2[C:24]3[CH:36]=[C:20]([C:17]4[O:16][C:15]([CH3:14])=[N:19][N:18]=4)[CH:21]=[CH:22][C:23]=3[O:27][CH:26]=2)=[CH:33][CH:32]=1. The catalyst class is: 96. (3) Reactant: [CH2:1]([C:8]1[CH:9]=[CH:10][C:11]([C:14]2[CH:19]=[CH:18][C:17]([NH:20]C(=O)OC(C)(C)C)=[CH:16][CH:15]=2)=[N:12][CH:13]=1)[CH2:2][CH2:3][CH2:4][CH2:5][CH2:6][CH3:7].C(O)(C(F)(F)F)=O. Product: [CH2:1]([C:8]1[CH:9]=[CH:10][C:11]([C:14]2[CH:19]=[CH:18][C:17]([NH2:20])=[CH:16][CH:15]=2)=[N:12][CH:13]=1)[CH2:2][CH2:3][CH2:4][CH2:5][CH2:6][CH3:7]. The catalyst class is: 2. (4) Reactant: [CH2:1]([O:5][C:6]1[C:11](I)=[CH:10][C:9]([C:13]([CH3:16])([CH3:15])[CH3:14])=[CH:8][C:7]=1[C:17]([CH3:20])([CH3:19])[CH3:18])[CH2:2][CH2:3][CH3:4].C([Li])(C)(C)C.[B:26](OC)([O:29]C)[O:27]C. Product: [CH2:1]([O:5][C:6]1[C:7]([C:17]([CH3:20])([CH3:19])[CH3:18])=[CH:8][C:9]([C:13]([CH3:16])([CH3:15])[CH3:14])=[CH:10][C:11]=1[B:26]([OH:29])[OH:27])[CH2:2][CH2:3][CH3:4]. The catalyst class is: 57. (5) Reactant: [F-].C([N+](CCCC)(CCCC)CCCC)CCC.[Si]([O:26][CH2:27][C:28]1[N:29]=[N:30][N:31]([CH2:63][Si](C)(C)C)[C:32]=1[C:33]1[CH:45]=[N:44][C:43]2[C:42]3[CH:41]=[CH:40][C:39]([C:46]([O:48][CH3:49])=[O:47])=[CH:38][C:37]=3[N:36]([C@H:50]([C:57]3[CH:62]=[CH:61][CH:60]=[CH:59][CH:58]=3)[CH:51]3[CH2:56][CH2:55][O:54][CH2:53][CH2:52]3)[C:35]=2[CH:34]=1)(C(C)(C)C)(C)C. Product: [OH:26][CH2:27][C:28]1[N:29]=[N:30][N:31]([CH3:63])[C:32]=1[C:33]1[CH:45]=[N:44][C:43]2[C:42]3[CH:41]=[CH:40][C:39]([C:46]([O:48][CH3:49])=[O:47])=[CH:38][C:37]=3[N:36]([C@H:50]([C:57]3[CH:62]=[CH:61][CH:60]=[CH:59][CH:58]=3)[CH:51]3[CH2:52][CH2:53][O:54][CH2:55][CH2:56]3)[C:35]=2[CH:34]=1. The catalyst class is: 1. (6) Reactant: [NH2:1][C@@H:2]([C@@H:5]([CH2:11][CH3:12])[CH2:6][C:7]([F:10])([F:9])[F:8])[CH2:3][OH:4].C(N(CC)CC)C.[Cl:20][C:21]1[S:25][C:24]([S:26](Cl)(=[O:28])=[O:27])=[CH:23][CH:22]=1. Product: [Cl:20][C:21]1[S:25][C:24]([S:26]([NH:1][C@@H:2]([CH2:3][OH:4])[C@@H:5]([CH2:11][CH3:12])[CH2:6][C:7]([F:8])([F:9])[F:10])(=[O:28])=[O:27])=[CH:23][CH:22]=1.[Cl:20][C:21]1[S:25][C:24]([S:26]([NH:1][C@H:2]([CH2:3][OH:4])[C@@H:5]([CH2:11][CH3:12])[CH2:6][C:7]([F:8])([F:9])[F:10])(=[O:28])=[O:27])=[CH:23][CH:22]=1. The catalyst class is: 2.